Dataset: Full USPTO retrosynthesis dataset with 1.9M reactions from patents (1976-2016). Task: Predict the reactants needed to synthesize the given product. (1) Given the product [F:23][C:24]1[CH:29]=[CH:28][C:27]([O:30][CH3:31])=[CH:26][C:25]=1[C:2]1[C:10]2[C:5](=[CH:6][N:7]=[C:8]([C:11]3[CH:12]=[N:13][N:14]([CH3:16])[CH:15]=3)[CH:9]=2)[N:4]([CH:17]2[CH2:22][CH2:21][CH2:20][CH2:19][O:18]2)[N:3]=1, predict the reactants needed to synthesize it. The reactants are: Cl[C:2]1[C:10]2[C:5](=[CH:6][N:7]=[C:8]([C:11]3[CH:12]=[N:13][N:14]([CH3:16])[CH:15]=3)[CH:9]=2)[N:4]([CH:17]2[CH2:22][CH2:21][CH2:20][CH2:19][O:18]2)[N:3]=1.[F:23][C:24]1[CH:29]=[CH:28][C:27]([O:30][CH3:31])=[CH:26][C:25]=1B1OC(C)(C)C(C)(C)O1.C([O-])(=O)C.[K+].C(=O)([O-])[O-].[Na+].[Na+].ClCCl. (2) Given the product [F:1][C:2]1[CH:3]=[C:4]([C:12]2[C:13]3[CH2:20][CH2:19][CH:18]([CH2:21][C:22]([NH:24][CH2:25][CH2:26][O:27][CH3:28])=[O:23])[C:14]=3[CH:15]=[N:16][CH:17]=2)[CH:5]=[CH:6][C:7]=1[C:8]([F:11])([F:9])[F:10], predict the reactants needed to synthesize it. The reactants are: [F:1][C:2]1[CH:3]=[C:4]([C:12]2[C:13]3[CH2:20][CH2:19][CH:18]([CH2:21][C:22]([NH:24][CH3:25])=[O:23])[C:14]=3[CH:15]=[N:16][CH:17]=2)[CH:5]=[CH:6][C:7]=1[C:8]([F:11])([F:10])[F:9].[CH3:26][O:27][CH2:28]CN. (3) The reactants are: [Br:1][C:2]1[CH:3]=[C:4]([CH:6]=[C:7]([F:9])[CH:8]=1)[NH2:5].C([O:17][CH2:18][CH3:19])(OCC)OCC.[N+:20]([CH2:23]C(OCC)=O)([O-])=O.[C:29](O)(=O)C. Given the product [Br:1][C:2]1[CH:3]=[C:4]([N:5]2[CH:29]=[C:19]([CH2:18][OH:17])[N:20]=[CH:23]2)[CH:6]=[C:7]([F:9])[CH:8]=1, predict the reactants needed to synthesize it. (4) The reactants are: [CH:1]1([N:5]2[CH2:11][CH2:10][C:9]3[CH:12]=[CH:13][C:14]([NH2:16])=[CH:15][C:8]=3[CH2:7][CH2:6]2)[CH2:4][CH2:3][CH2:2]1.[C:17](Cl)(Cl)=[O:18].C1(C)C=CC=CC=1.C(N(CC)CC)C.[CH3:35][O:36][C:37]1[CH:43]=[CH:42][CH:41]=[CH:40][C:38]=1[NH2:39]. Given the product [CH:1]1([N:5]2[CH2:11][CH2:10][C:9]3[CH:12]=[CH:13][C:14]([NH:16][C:17]([NH:39][C:38]4[CH:40]=[CH:41][CH:42]=[CH:43][C:37]=4[O:36][CH3:35])=[O:18])=[CH:15][C:8]=3[CH2:7][CH2:6]2)[CH2:4][CH2:3][CH2:2]1, predict the reactants needed to synthesize it.